This data is from CYP2D6 substrate classification data from Carbon-Mangels et al.. The task is: Regression/Classification. Given a drug SMILES string, predict its absorption, distribution, metabolism, or excretion properties. Task type varies by dataset: regression for continuous measurements (e.g., permeability, clearance, half-life) or binary classification for categorical outcomes (e.g., BBB penetration, CYP inhibition). Dataset: cyp2d6_substrate_carbonmangels. (1) The compound is O=C1[C@H]2CCCC[C@H]2C(=O)N1CCCCN1CCN(c2nsc3ccccc23)CC1. The result is 1 (substrate). (2) The molecule is CC(C)C[C@@H](NC(=O)[C@@H](Cc1ccccc1)NC(=O)c1cnccn1)B(O)O. The result is 1 (substrate).